Dataset: Reaction yield outcomes from USPTO patents with 853,638 reactions. Task: Predict the reaction yield, written as a fraction of the theoretical maximum amount of product (1.0 means a 100% yield; for example, 0.34 means a 34% yield). (1) The reactants are C([O:8][CH2:9][C:10]1[NH:15][C:14](=[O:16])[C:13]2=[CH:17][N:18]=[C:19]([C:20]3[CH2:21][CH2:22][O:23][CH2:24][CH:25]=3)[N:12]2[N:11]=1)C1C=CC=CC=1.[H][H]. The catalyst is CO.[OH-].[OH-].[Pd+2]. The product is [OH:8][CH2:9][C:10]1[NH:15][C:14](=[O:16])[C:13]2=[CH:17][N:18]=[C:19]([CH:20]3[CH2:21][CH2:22][O:23][CH2:24][CH2:25]3)[N:12]2[N:11]=1. The yield is 0.850. (2) The reactants are [CH2:1]([N:8]1[CH:13]2[CH2:14][CH2:15][CH:9]1[CH2:10][NH:11][CH2:12]2)[C:2]1[CH:7]=[CH:6][CH:5]=[CH:4][CH:3]=1.C1(P(C2C=CC=CC=2)C2C=CC3C(=CC=CC=3)C=2C2C3C(=CC=CC=3)C=CC=2P(C2C=CC=CC=2)C2C=CC=CC=2)C=CC=CC=1.CC(C)([O-])C.[Na+].Br[C:69]1[CH:74]=[CH:73][C:72]([F:75])=[CH:71][CH:70]=1. The catalyst is O1CCOCC1. The product is [CH2:1]([N:8]1[C@H:13]2[CH2:14][CH2:15][C@@H:9]1[CH2:10][N:11]([C:69]1[CH:74]=[CH:73][C:72]([F:75])=[CH:71][CH:70]=1)[CH2:12]2)[C:2]1[CH:3]=[CH:4][CH:5]=[CH:6][CH:7]=1. The yield is 0.660. (3) The yield is 0.130. The product is [Cl:1][C:2]1[CH:3]=[C:4]([CH:19]=[CH:20][C:21]=1[F:22])[NH:5][C:6]1[C:15]2[C:10](=[CH:11][C:12]([O:17][CH3:18])=[CH:13][C:14]=2[O:16][CH:24]2[CH2:27][N:26]([CH:28]([CH3:30])[CH3:29])[CH2:25]2)[N:9]=[CH:8][N:7]=1. No catalyst specified. The reactants are [Cl:1][C:2]1[CH:3]=[C:4]([CH:19]=[CH:20][C:21]=1[F:22])[NH:5][C:6]1[C:15]2[C:10](=[CH:11][C:12]([O:17][CH3:18])=[CH:13][C:14]=2[OH:16])[N:9]=[CH:8][N:7]=1.O[CH:24]1[CH2:27][N:26]([CH:28]([CH3:30])[CH3:29])[CH2:25]1. (4) The reactants are Br[C:2]1[C:10]2[O:9][CH:8]([CH2:11][O:12][S:13]([C:16]3[CH:21]=[CH:20][C:19]([CH3:22])=[CH:18][CH:17]=3)(=[O:15])=[O:14])[O:7][C:6]=2[CH:5]=[C:4]([Cl:23])[CH:3]=1.[C:24]1([C:30]2[CH:35]=[CH:34][CH:33]=[CH:32][C:31]=2B(O)O)[CH:29]=[CH:28][CH:27]=[CH:26][CH:25]=1. No catalyst specified. The product is [C:24]1([C:30]2[CH:31]=[CH:32][CH:33]=[CH:34][C:35]=2[C:2]2[C:10]3[O:9][CH:8]([CH2:11][O:12][S:13]([C:16]4[CH:21]=[CH:20][C:19]([CH3:22])=[CH:18][CH:17]=4)(=[O:15])=[O:14])[O:7][C:6]=3[CH:5]=[C:4]([Cl:23])[CH:3]=2)[CH:29]=[CH:28][CH:27]=[CH:26][CH:25]=1. The yield is 1.00. (5) The reactants are [Cl:1][C:2]1[CH:3]=[C:4]([CH:8]2[C:12]([C:15]3[CH:20]=[CH:19][C:18]([Cl:21])=[CH:17][CH:16]=3)([C:13]#[N:14])[CH:11]([CH2:22][C:23]([CH3:26])([CH3:25])[CH3:24])[NH:10][CH:9]2[C:27](O)=[O:28])[CH:5]=[CH:6][CH:7]=1.[CH3:30][O:31][C:32]1[CH:33]=[C:34]([CH2:40][CH2:41][NH2:42])[CH:35]=[CH:36][C:37]=1[O:38][CH3:39].CN(C(ON1N=NC2C=CC=NC1=2)=[N+](C)C)C.F[P-](F)(F)(F)(F)F.CCN(C(C)C)C(C)C. The catalyst is C(Cl)Cl. The product is [CH3:30][O:31][C:32]1[CH:33]=[C:34]([CH2:40][CH2:41][NH:42][C:27]([CH:9]2[CH:8]([C:4]3[CH:5]=[CH:6][CH:7]=[C:2]([Cl:1])[CH:3]=3)[C:12]([C:15]3[CH:16]=[CH:17][C:18]([Cl:21])=[CH:19][CH:20]=3)([C:13]#[N:14])[CH:11]([CH2:22][C:23]([CH3:26])([CH3:25])[CH3:24])[NH:10]2)=[O:28])[CH:35]=[CH:36][C:37]=1[O:38][CH3:39]. The yield is 0.451. (6) The reactants are [H-].[H-].[H-].[H-].[Li+].[Al+3].[C:7]([C:9]1[CH:10]=[C:11]2[C:15](=[CH:16][C:17]=1[CH3:18])[NH:14][CH:13]=[CH:12]2)#[N:8]. The catalyst is C1COCC1. The product is [CH3:18][C:17]1[CH:16]=[C:15]2[C:11]([CH:12]=[CH:13][NH:14]2)=[CH:10][C:9]=1[CH2:7][NH2:8]. The yield is 0.880. (7) The reactants are [NH2:1][C:2]1[CH:10]=[C:9]([O:11][CH2:12][C:13]2[CH:18]=[CH:17][CH:16]=[CH:15][CH:14]=2)[C:8]([O:19][CH3:20])=[CH:7][C:3]=1[C:4]([NH2:6])=[O:5].[CH3:21]N(C=NC=[N+](C)C)C.[Cl-].C([O-])(=O)C.[Na+].C(O)(=O)C. The catalyst is O1CCOCC1. The product is [CH2:12]([O:11][C:9]1[CH:10]=[C:2]2[C:3]([C:4](=[O:5])[NH:6][CH:21]=[N:1]2)=[CH:7][C:8]=1[O:19][CH3:20])[C:13]1[CH:14]=[CH:15][CH:16]=[CH:17][CH:18]=1. The yield is 0.840.